From a dataset of Catalyst prediction with 721,799 reactions and 888 catalyst types from USPTO. Predict which catalyst facilitates the given reaction. (1) Reactant: Cl.Cl.[Cl:3][C:4]1[CH:5]=[C:6](/[CH:17]=[CH:18]/[C:19]([O:21][CH2:22][CH3:23])=[O:20])[CH:7]=[N:8][C:9]=1[NH:10][CH:11]1[CH2:16][CH2:15][NH:14][CH2:13][CH2:12]1.[Cl:24][C:25]1[CH:30]=[CH:29][CH:28]=[C:27]([CH2:31]Cl)[CH:26]=1.C(N(CC)C(C)C)(C)C.O. Product: [Cl:3][C:4]1[CH:5]=[C:6](/[CH:17]=[CH:18]/[C:19]([O:21][CH2:22][CH3:23])=[O:20])[CH:7]=[N:8][C:9]=1[NH:10][CH:11]1[CH2:16][CH2:15][N:14]([CH2:31][C:27]2[CH:28]=[CH:29][CH:30]=[C:25]([Cl:24])[CH:26]=2)[CH2:13][CH2:12]1. The catalyst class is: 31. (2) Reactant: [NH:1]1[CH2:5][CH2:4][CH2:3][C:2]1=[O:6].[CH3:7][O:8][C:9](=[O:17])[C:10]1[CH:15]=[CH:14][C:13](Br)=[CH:12][CH:11]=1.CC1(C)C2C(=C(P(C3C=CC=CC=3)C3C=CC=CC=3)C=CC=2)OC2C(P(C3C=CC=CC=3)C3C=CC=CC=3)=CC=CC1=2.C(=O)([O-])[O-].[Cs+].[Cs+]. Product: [CH3:7][O:8][C:9](=[O:17])[C:10]1[CH:15]=[CH:14][C:13]([N:1]2[CH2:5][CH2:4][CH2:3][C:2]2=[O:6])=[CH:12][CH:11]=1. The catalyst class is: 62. (3) Reactant: [O:1]1[CH2:6][CH2:5][CH2:4][CH2:3][CH:2]1[N:7]1[C:15]2[C:10](=[C:11]([C:23](O)([CH3:25])[CH3:24])[C:12]([O:16][CH:17]3[CH2:22][CH2:21][CH2:20][CH2:19][O:18]3)=[CH:13][CH:14]=2)[CH:9]=[N:8]1. Product: [CH:23]([C:11]1[C:12]([O:16][CH:17]2[CH2:22][CH2:21][CH2:20][CH2:19][O:18]2)=[CH:13][CH:14]=[C:15]2[C:10]=1[CH:9]=[N:8][N:7]2[CH:2]1[CH2:3][CH2:4][CH2:5][CH2:6][O:1]1)([CH3:25])[CH3:24].[CH:23]([C:11]1[C:12]([OH:16])=[CH:13][CH:14]=[C:15]2[C:10]=1[CH:9]=[N:8][N:7]2[CH:2]1[CH2:3][CH2:4][CH2:5][CH2:6][O:1]1)([CH3:25])[CH3:24]. The catalyst class is: 29. (4) Reactant: [C:1]([O:5][C:6](=[O:36])[CH2:7][CH:8]([C:12]1[CH:17]=[CH:16][C:15]([O:18][CH2:19][C:20]2[CH:21]=[C:22]([C:26]3[CH:31]=[CH:30][C:29]([C:32]([F:35])([F:34])[F:33])=[CH:28][CH:27]=3)[CH:23]=[CH:24][CH:25]=2)=[CH:14][CH:13]=1)[C:9](O)=[O:10])([CH3:4])([CH3:3])[CH3:2].ON1C2C=CC=CC=2N=N1.C(Cl)CCl.[CH3:51][NH:52][CH3:53]. Product: [C:1]([O:5][C:6](=[O:36])[CH2:7][CH:8]([C:12]1[CH:17]=[CH:16][C:15]([O:18][CH2:19][C:20]2[CH:21]=[C:22]([C:26]3[CH:31]=[CH:30][C:29]([C:32]([F:35])([F:34])[F:33])=[CH:28][CH:27]=3)[CH:23]=[CH:24][CH:25]=2)=[CH:14][CH:13]=1)[C:9]([N:52]([CH3:53])[CH3:51])=[O:10])([CH3:4])([CH3:3])[CH3:2]. The catalyst class is: 4.